Task: Predict the reaction yield, written as a fraction of the theoretical maximum amount of product (1.0 means a 100% yield; for example, 0.34 means a 34% yield).. Dataset: Reaction yield outcomes from USPTO patents with 853,638 reactions The reactants are C(N(CC)CC)C.[CH:8]([C:10]1[C:18]2[C:13](=[CH:14][CH:15]=[CH:16][CH:17]=2)[N:12](C(OC(C)(C)C)=O)[CH:11]=1)=[O:9].[CH3:26][O:27][C:28]1[CH:29]=[C:30]([CH:42]=[CH:43][CH:44]=1)[N:31]=[CH:32][C:33]1[CH:41]=[C:36]2[CH:37]=[CH:38][CH:39]=[CH:40][N:35]2[N:34]=1. The catalyst is [Cl-].C([N+]1C(C)=C(CCO)SC=1)C1C=CC=CC=1.C(O)C. The product is [NH:12]1[C:13]2[C:18](=[CH:17][CH:16]=[CH:15][CH:14]=2)[C:10]([C:8](=[O:9])[CH:32]([NH:31][C:30]2[CH:42]=[CH:43][CH:44]=[C:28]([O:27][CH3:26])[CH:29]=2)[C:33]2[CH:41]=[C:36]3[CH:37]=[CH:38][CH:39]=[CH:40][N:35]3[N:34]=2)=[CH:11]1. The yield is 0.230.